Task: Predict the reactants needed to synthesize the given product.. Dataset: Retrosynthesis with 50K atom-mapped reactions and 10 reaction types from USPTO (1) Given the product COCCOc1c(Br)cc(C=O)cc1OC, predict the reactants needed to synthesize it. The reactants are: COCCBr.COc1cc(C=O)cc(Br)c1O. (2) Given the product COc1ccc(-c2ccc3ncnc(-c4ccc(C)c(C(=O)O)c4)c3c2)cn1, predict the reactants needed to synthesize it. The reactants are: COc1ccc(B(O)O)cn1.Cc1ccc(-c2ncnc3ccc(Br)cc23)cc1C(=O)O. (3) Given the product CN(C)c1ccc(CNc2ccc3ncc(C#N)c(Nc4ccc(F)c(Cl)c4)c3c2)c(Br)c1, predict the reactants needed to synthesize it. The reactants are: CN(C)c1ccc(C=O)c(Br)c1.N#Cc1cnc2ccc(N)cc2c1Nc1ccc(F)c(Cl)c1. (4) Given the product CC(C)(C)OC(=O)N1CCC(Oc2ccc(F)cc2)C1, predict the reactants needed to synthesize it. The reactants are: CC(C)(C)OC(=O)N1CCC(OS(C)(=O)=O)C1.Oc1ccc(F)cc1. (5) Given the product O=C1CCN1c1ccc(F)cc1, predict the reactants needed to synthesize it. The reactants are: O=C(CCBr)Nc1ccc(F)cc1.